Dataset: Full USPTO retrosynthesis dataset with 1.9M reactions from patents (1976-2016). Task: Predict the reactants needed to synthesize the given product. Given the product [F:32][C:33]1[CH:34]=[C:35]([CH2:36][NH:37][C:4](=[O:6])[C:3]2[CH:7]=[CH:8][CH:9]=[N:10][C:2]=2[NH2:1])[CH:38]=[CH:39][CH:40]=1, predict the reactants needed to synthesize it. The reactants are: [NH2:1][C:2]1[N:10]=[CH:9][CH:8]=[CH:7][C:3]=1[C:4]([OH:6])=O.ON1C2C=CC=CC=2N=N1.CCN=C=NCCCN(C)C.[F:32][C:33]1[CH:34]=[C:35]([CH:38]=[CH:39][CH:40]=1)[CH2:36][NH2:37].